This data is from Catalyst prediction with 721,799 reactions and 888 catalyst types from USPTO. The task is: Predict which catalyst facilitates the given reaction. (1) The catalyst class is: 11. Product: [F:1][C:2]1[C:11]2[O:10][CH2:9][C@H:8]3[C@@H:12]([NH:19][C:22]([NH:24][C:25]4[S:26][C:27]5[CH:33]=[C:32]([F:34])[CH:31]=[CH:30][C:28]=5[N:29]=4)=[O:42])[C@H:7]3[C:6]=2[C:5]([F:16])=[CH:4][CH:3]=1. Reactant: [F:1][C:2]1[C:11]2[O:10][CH2:9][C@H:8]3[C@@H:12](C(O)=O)[C@H:7]3[C:6]=2[C:5]([F:16])=[CH:4][CH:3]=1.C([N:19]([CH2:22]C)CC)C.[NH2:24][C:25]1[S:26][C:27]2[CH:33]=[C:32]([F:34])[CH:31]=[CH:30][C:28]=2[N:29]=1.C1C=CC(P(N=[N+]=[N-])(C2C=CC=CC=2)=[O:42])=CC=1. (2) Reactant: [Si:1]([O:18][C@H:19]1[C@@H:23]([O:24][CH3:25])[C@H:22]([N:26]2C(=O)C3C(=CC=CC=3)C2=O)[CH2:21][C@@H:20]1[C:37]([O:39][CH3:40])=[O:38])([C:14]([CH3:17])([CH3:16])[CH3:15])([C:8]1[CH:13]=[CH:12][CH:11]=[CH:10][CH:9]=1)[C:2]1[CH:7]=[CH:6][CH:5]=[CH:4][CH:3]=1.CCOCC.NN. Product: [NH2:26][C@@H:22]1[CH2:21][C@H:20]([C:37]([O:39][CH3:40])=[O:38])[C@@H:19]([O:18][Si:1]([C:14]([CH3:15])([CH3:16])[CH3:17])([C:2]2[CH:7]=[CH:6][CH:5]=[CH:4][CH:3]=2)[C:8]2[CH:13]=[CH:12][CH:11]=[CH:10][CH:9]=2)[C@H:23]1[O:24][CH3:25]. The catalyst class is: 8. (3) The catalyst class is: 6. Reactant: [N:1]1[CH:6]=[CH:5][CH:4]=[C:3]([C:7]2[NH:8][C:9](=S)[NH:10][CH:11]=2)[CH:2]=1.N([O-])=O.[Na+].[N+]([O-])(O)=O. Product: [NH:10]1[CH:11]=[C:7]([C:3]2[CH:2]=[N:1][CH:6]=[CH:5][CH:4]=2)[N:8]=[CH:9]1. (4) Reactant: [CH2:1]([O:8][C:9]([NH:11][CH:12]([P:16]([OH:18])[OH:17])[CH:13]([CH3:15])[CH3:14])=[O:10])[C:2]1[CH:7]=[CH:6][CH:5]=[CH:4][CH:3]=1.CC[C@@H](N)C1C=CC=CC=1. Product: [CH2:1]([O:8][C:9]([NH:11][C@H:12]([P:16]([OH:17])[OH:18])[CH:13]([CH3:15])[CH3:14])=[O:10])[C:2]1[CH:3]=[CH:4][CH:5]=[CH:6][CH:7]=1. The catalyst class is: 162.